From a dataset of Forward reaction prediction with 1.9M reactions from USPTO patents (1976-2016). Predict the product of the given reaction. Given the reactants [CH2:1]1[C:6]2=[CH:7][C:8]3[CH:9]=[CH:10][CH:11]=[CH:12][C:13]=3[N:5]2[CH2:4][CH2:3][NH:2]1.C(Cl)Cl.[Cl:17][CH:18]([CH3:22])[C:19](Cl)=[O:20], predict the reaction product. The product is: [Cl:17][CH:18]([CH3:22])[C:19]([N:2]1[CH2:3][CH2:4][N:5]2[C:13]3[CH:12]=[CH:11][CH:10]=[CH:9][C:8]=3[CH:7]=[C:6]2[CH2:1]1)=[O:20].